Dataset: Full USPTO retrosynthesis dataset with 1.9M reactions from patents (1976-2016). Task: Predict the reactants needed to synthesize the given product. (1) Given the product [CH3:1][C@H:2]1[CH2:11][C:10]2[C:5](=[CH:6][CH:7]=[C:8]([CH:12]3[CH2:14][O:13]3)[CH:9]=2)[C:4](=[O:15])[O:3]1, predict the reactants needed to synthesize it. The reactants are: [CH3:1][C@@H:2]1[CH2:11][C:10]2[C:5](=[CH:6][CH:7]=[C:8]([CH:12]3[CH2:14][O:13]3)[CH:9]=2)[C:4](=[O:15])[O:3]1.BrC1C=C2C(=CC=1)C(=O)O[C@@H](C)C2. (2) Given the product [CH2:15]([N:12]1[C:11]2[CH:10]=[CH:9][CH:8]=[CH:7][C:6]=2[C:5]2[C:13]1=[CH:1][CH:2]=[CH:3][CH:4]=2)[CH3:16], predict the reactants needed to synthesize it. The reactants are: [CH:1]1[C:13]2[NH:12][C:11]3[C:6](=[CH:7][CH:8]=[CH:9][CH:10]=3)[C:5]=2[CH:4]=[CH:3][CH:2]=1.I[CH2:15][CH3:16]. (3) Given the product [OH:26][C:21]1[CH:22]=[CH:23][CH:24]=[CH:25][C:20]=1[NH:19][C:17](=[O:18])[C:16]1[CH:28]=[CH:29][C:30]([S:31][C:32]2[CH:33]=[CH:34][C:35]([OH:38])=[CH:36][CH:37]=2)=[C:14]([NH:13][C:12]2[C:7]3[CH:6]=[CH:5][C:4]([CH:1]([CH3:2])[CH3:3])=[N:40][C:8]=3[N:9]=[CH:10][N:11]=2)[CH:15]=1, predict the reactants needed to synthesize it. The reactants are: [CH:1]([C:4]1[CH:5]=[CH:6][C:7]2[C:12]([NH:13][C:14]3[CH:15]=[C:16]([CH:28]=[CH:29][C:30]=3[S:31][C:32]3[CH:37]=[CH:36][C:35]([O:38]C)=[CH:34][CH:33]=3)[C:17]([NH:19][C:20]3[CH:25]=[CH:24][CH:23]=[CH:22][C:21]=3[O:26]C)=[O:18])=[N:11][CH:10]=[N:9][C:8]=2[N:40]=1)([CH3:3])[CH3:2].C(C1C=CC2C(NC3C=C(C=CC=3SC3C=CC(OC)=CC=3)C(NC3C=CC(C)=CC=3)=O)=NC=NC=2N=1)(C)C. (4) Given the product [CH2:1]([NH:3][C:4]([NH:6][C:7]1[N:23]=[C:10]2[CH:11]=[C:12]([C:17]3[CH:18]=[N:19][CH:20]=[CH:21][CH:22]=3)[CH:13]=[C:14]([C:15]3[O:16][CH:36]=[N:35][CH:34]=3)[N:9]2[N:8]=1)=[O:5])[CH3:2], predict the reactants needed to synthesize it. The reactants are: [CH2:1]([NH:3][C:4]([NH:6][C:7]1[N:23]=[C:10]2[CH:11]=[C:12]([C:17]3[CH:18]=[N:19][CH:20]=[CH:21][CH:22]=3)[CH:13]=[C:14]([CH:15]=[O:16])[N:9]2[N:8]=1)=[O:5])[CH3:2].S([CH2:34][N+:35]#[C-:36])(C1C=CC(C)=CC=1)(=O)=O.C([O-])([O-])=O.[K+].[K+]. (5) Given the product [N+:7]([C:10]1[CH:15]=[CH:14][C:13]([C:16]23[CH2:24][CH:20]4[CH2:21][CH:22]([CH2:23]2)[C:18]([C:25]([OH:1])=[O:27])([CH2:19]4)[CH2:17]3)=[CH:12][CH:11]=1)([O-:9])=[O:8], predict the reactants needed to synthesize it. The reactants are: [OH-:1].[Na+].BrBr.Br[O-].[N+:7]([C:10]1[CH:15]=[CH:14][C:13]([C:16]23[CH2:24][CH:20]4[CH2:21][CH:22]([CH2:23]2)[C:18]([C:25](=[O:27])C)([CH2:19]4)[CH2:17]3)=[CH:12][CH:11]=1)([O-:9])=[O:8].Cl. (6) Given the product [Br:1][C:2]1[N:3]=[C:4]([CH:12]2[CH2:17][CH2:16][N:15]([C:26]([O:28][CH3:29])=[O:27])[CH2:14][CH2:13]2)[N:5]2[CH:10]=[CH:9][N:8]=[C:7]([CH3:11])[C:6]=12, predict the reactants needed to synthesize it. The reactants are: [Br:1][C:2]1[N:3]=[C:4]([CH:12]2[CH2:17][CH2:16][NH:15][CH2:14][CH2:13]2)[N:5]2[CH:10]=[CH:9][N:8]=[C:7]([CH3:11])[C:6]=12.C(N(CC)CC)C.Cl[C:26]([O:28][CH3:29])=[O:27].O. (7) Given the product [ClH:1].[CH:14]1([CH2:13][N:8]2[C:7]3=[C:2]([NH:23][CH2:22][C:21]4[CH:24]=[CH:25][C:18]([CH3:17])=[CH:19][CH:20]=4)[N:3]=[CH:4][CH:5]=[C:6]3[C:10]([CH3:11])=[C:9]2[CH3:12])[CH2:16][CH2:15]1, predict the reactants needed to synthesize it. The reactants are: [Cl:1][C:2]1[N:3]=[CH:4][CH:5]=[C:6]2[C:10]([CH3:11])=[C:9]([CH3:12])[N:8]([CH2:13][CH:14]3[CH2:16][CH2:15]3)[C:7]=12.[CH3:17][C:18]1[CH:25]=[CH:24][C:21]([CH2:22][NH2:23])=[CH:20][CH:19]=1. (8) Given the product [Cl:8][C:5]1[CH:4]=[C:3]2[C:2](=[CH:7][CH:6]=1)[NH:1][N:13]=[C:9]2[CH2:10][Cl:11], predict the reactants needed to synthesize it. The reactants are: [NH2:1][C:2]1[CH:7]=[CH:6][C:5]([Cl:8])=[CH:4][C:3]=1[C:9](=O)[CH2:10][Cl:11].[N:13]([O-])=O.[Na+].[Sn](Cl)Cl. (9) Given the product [Cl:20][C:5]1[C:6]([NH:9][C@@H:10]2[C@@H:15]3[CH2:16][C@@H:12]([CH:13]=[CH:14]3)[C@@H:11]2[C:17]([NH2:19])=[O:18])=[C:7]2[N:8]=[C:21]([C:23]3[CH:30]=[CH:29][C:26]([C:27]#[N:28])=[CH:25][CH:24]=3)[NH:1][C:2]2=[N:3][CH:4]=1, predict the reactants needed to synthesize it. The reactants are: [NH2:1][C:2]1[C:7]([NH2:8])=[C:6]([NH:9][C@@H:10]2[C@@H:15]3[CH2:16][C@@H:12]([CH:13]=[CH:14]3)[C@@H:11]2[C:17]([NH2:19])=[O:18])[C:5]([Cl:20])=[CH:4][N:3]=1.[CH:21]([C:23]1[CH:30]=[CH:29][C:26]([C:27]#[N:28])=[CH:25][CH:24]=1)=O.C([O-])(=O)C.[NH4+]. (10) The reactants are: [Br:1][C:2]1[CH:3]=[C:4]2[C:13]3([CH2:17][O:16][C:15]([NH2:18])=[N:14]3)[C:10]3([CH2:12][CH2:11]3)[C:9]([CH3:20])([CH3:19])[O:8][C:5]2=[CH:6][CH:7]=1.O.C([C@](C(O)=O)(O)[C@](C(=O)C1C=CC=CC=1)(O)C(O)=O)(=O)C1C=CC=CC=1. Given the product [Br:1][C:2]1[CH:3]=[C:4]2[C@@:13]3([CH2:17][O:16][C:15]([NH2:18])=[N:14]3)[C:10]3([CH2:12][CH2:11]3)[C:9]([CH3:20])([CH3:19])[O:8][C:5]2=[CH:6][CH:7]=1, predict the reactants needed to synthesize it.